Dataset: Blood-brain barrier permeability classification from the B3DB database. Task: Regression/Classification. Given a drug SMILES string, predict its absorption, distribution, metabolism, or excretion properties. Task type varies by dataset: regression for continuous measurements (e.g., permeability, clearance, half-life) or binary classification for categorical outcomes (e.g., BBB penetration, CYP inhibition). Dataset: b3db_classification. (1) The molecule is CO[C@H]1CC[C@H]2[C@H]3Cc4ccc(O)c5c4[C@@]2(CCN3C)[C@H]1O5. The result is 1 (penetrates BBB). (2) The molecule is COc1ccc2c(c1)[C@](O)(CCCN(C)C)c1ccccc1S2. The result is 1 (penetrates BBB). (3) The molecule is O=C(CCC1CCN(Cc2ccccc2)CC1)c1ccc2c(c1)NCCCC2. The result is 1 (penetrates BBB). (4) The molecule is CC(=O)NCCC[C@@H](NC(C)=O)C(=O)O. The result is 1 (penetrates BBB). (5) The drug is COCc1c(C(=O)OC(C)C)ncc2[nH]c3cccc(Oc4ccc(Cl)cc4)c3c12. The result is 1 (penetrates BBB). (6) The drug is C#C[C@]1(O)CC[C@H]2[C@@H]3CCc4cc(OC)ccc4[C@H]3CC[C@@]21C. The result is 0 (does not penetrate BBB). (7) The molecule is COc1ccc2c(c1)N(CC[C@H]1CCCCN1C)c1ccccc1S2. The result is 1 (penetrates BBB). (8) The molecule is CC1=C(C(=O)O)N2C(=O)[C@@H](NC(=O)[C@H](N)c3ccccc3)[C@H]2SC1. The result is 0 (does not penetrate BBB). (9) The compound is Cc1ccc(OC[C@@H](C)NC(=O)/C(=C/c2ccco2)c2ccccc2)cc1. The result is 0 (does not penetrate BBB). (10) The result is 1 (penetrates BBB). The compound is COC[C@]1(C(=O)O)[C@@H](S(C)(=O)=O)[C@@H]1c1ccc(OC)cc1.